This data is from Reaction yield outcomes from USPTO patents with 853,638 reactions. The task is: Predict the reaction yield, written as a fraction of the theoretical maximum amount of product (1.0 means a 100% yield; for example, 0.34 means a 34% yield). (1) The reactants are [CH3:1][C@@H:2]1[CH2:6][C:5](=[O:7])[CH2:4][C@@H:3]1[C:8]([O:10][CH2:11][CH3:12])=[O:9].[BH4-].[Na+]. The catalyst is C(O)C. The product is [OH:7][C@@H:5]1[CH2:4][C@H:3]([C:8]([O:10][CH2:11][CH3:12])=[O:9])[C@H:2]([CH3:1])[CH2:6]1. The yield is 0.980. (2) The reactants are [F:1][C:2]1[C:11]([CH3:12])=[CH:10][C:5]([C:6]([O:8][CH3:9])=[O:7])=[CH:4][C:3]=1[O:13][CH3:14].[F:15][B-](F)(F)F.ClC[N+]12CC[N+](F)(CC1)CC2.F[B-](F)(F)F.C(O)(=O)C. The catalyst is C(#N)C. The product is [F:15][C:10]1[C:11]([CH3:12])=[C:2]([F:1])[C:3]([O:13][CH3:14])=[CH:4][C:5]=1[C:6]([O:8][CH3:9])=[O:7]. The yield is 0.275. (3) The reactants are [N:1]1([NH:7][C:8](=[O:22])[C:9]2[CH:14]=[CH:13][C:12]([O:15][CH2:16][C:17]([OH:19])=O)=[C:11]([C:20]#[N:21])[CH:10]=2)[CH2:6][CH2:5][O:4][CH2:3][CH2:2]1.CN1CCOCC1.S(Cl)(Cl)=O.[NH2:34][C:35]1[CH:40]=[CH:39][C:38]([Cl:41])=[CH:37][N:36]=1.N1C=CC=CC=1. The catalyst is ClCCl. The product is [N:1]1([NH:7][C:8](=[O:22])[C:9]2[CH:14]=[CH:13][C:12]([O:15][CH2:16][C:17]([NH:34][C:35]3[CH:40]=[CH:39][C:38]([Cl:41])=[CH:37][N:36]=3)=[O:19])=[C:11]([C:20]#[N:21])[CH:10]=2)[CH2:2][CH2:3][O:4][CH2:5][CH2:6]1. The yield is 0.960. (4) The reactants are [Cl:1][C:2]1[CH:7]=[CH:6][C:5]([NH:8][C:9]([C:11]2[CH:16]=[CH:15][C:14](Br)=[CH:13][N:12]=2)=[O:10])=[CH:4][CH:3]=1.C([Li])(C)(C)C.[CH:23]([Si:26]([CH:41]([CH3:43])[CH3:42])([CH:38]([CH3:40])[CH3:39])[N:27]1[C:31]2=[N:32][CH:33]=[CH:34][CH:35]=[C:30]2[C:29]([CH:36]=[O:37])=[CH:28]1)([CH3:25])[CH3:24].O. The catalyst is O1CCCC1. The product is [Cl:1][C:2]1[CH:7]=[CH:6][C:5]([NH:8][C:9]([C:11]2[CH:16]=[CH:15][C:14]([CH:36]([OH:37])[C:29]3[C:30]4[C:31](=[N:32][CH:33]=[CH:34][CH:35]=4)[N:27]([Si:26]([CH:38]([CH3:40])[CH3:39])([CH:41]([CH3:43])[CH3:42])[CH:23]([CH3:24])[CH3:25])[CH:28]=3)=[CH:13][N:12]=2)=[O:10])=[CH:4][CH:3]=1. The yield is 0.140. (5) The reactants are [CH3:1][C@:2]1([CH2:56][O:57][C:58](=[O:65])[C:59]2[CH:64]=[CH:63][CH:62]=[CH:61][CH:60]=2)[O:28][C@@H:6]([O:7][C:8]2[CH:13]=[C:12]([CH2:14][O:15]C(=O)C)[CH:11]=[CH:10][C:9]=2[CH2:19][C:20]2[CH:25]=[CH:24][C:23]([CH2:26][CH3:27])=[CH:22][CH:21]=2)[C@H:5]([O:29][C:30](=[O:37])[C:31]2[CH:36]=[CH:35][CH:34]=[CH:33][CH:32]=2)[C@@H:4]([O:38][C:39](=[O:46])[C:40]2[CH:45]=[CH:44][CH:43]=[CH:42][CH:41]=2)[C@@H:3]1[O:47][C:48](=[O:55])[C:49]1[CH:54]=[CH:53][CH:52]=[CH:51][CH:50]=1.[OH-].[Na+].Cl. The catalyst is CO.O1CCOCC1. The product is [C:30]([O:29][C@@H:5]1[C@@H:4]([O:38][C:39](=[O:46])[C:40]2[CH:45]=[CH:44][CH:43]=[CH:42][CH:41]=2)[C@H:3]([O:47][C:48](=[O:55])[C:49]2[CH:50]=[CH:51][CH:52]=[CH:53][CH:54]=2)[C@@:2]([CH3:1])([CH2:56][O:57][C:58](=[O:65])[C:59]2[CH:64]=[CH:63][CH:62]=[CH:61][CH:60]=2)[O:28][C@H:6]1[O:7][C:8]1[CH:13]=[C:12]([CH2:14][OH:15])[CH:11]=[CH:10][C:9]=1[CH2:19][C:20]1[CH:21]=[CH:22][C:23]([CH2:26][CH3:27])=[CH:24][CH:25]=1)(=[O:37])[C:31]1[CH:32]=[CH:33][CH:34]=[CH:35][CH:36]=1. The yield is 0.400. (6) The reactants are [Cl:1][C:2]1[N:7]=[C:6]([O:8][C:9]2[CH:14]=[CH:13][C:12]([O:15][CH3:16])=[CH:11][CH:10]=2)[C:5]([N+:17]([O-])=O)=[CH:4][N:3]=1.C(O)(=O)C. The catalyst is [Zn].CO. The product is [Cl:1][C:2]1[N:7]=[C:6]([O:8][C:9]2[CH:10]=[CH:11][C:12]([O:15][CH3:16])=[CH:13][CH:14]=2)[C:5]([NH2:17])=[CH:4][N:3]=1. The yield is 0.800.